Task: Predict the reaction yield, written as a fraction of the theoretical maximum amount of product (1.0 means a 100% yield; for example, 0.34 means a 34% yield).. Dataset: Reaction yield outcomes from USPTO patents with 853,638 reactions (1) The reactants are [CH3:1][O:2][C:3](=[O:12])[CH2:4][C:5]1[CH:10]=[CH:9][C:8]([Cl:11])=[CH:7][CH:6]=1.[CH3:13][O-:14].[Na+].C=O. The catalyst is CS(C)=O.CCOC(C)=O. The product is [CH3:1][O:2][C:3](=[O:12])[CH:4]([C:5]1[CH:10]=[CH:9][C:8]([Cl:11])=[CH:7][CH:6]=1)[CH2:13][OH:14]. The yield is 0.520. (2) The reactants are [C:1]([C:3]1[C:4]([NH2:9])=[N:5][CH:6]=[CH:7][CH:8]=1)#[CH:2].[CH2:10]([C:17]1[N:22]=[CH:21][C:20]([CH2:23][C:24](Cl)=[N:25][OH:26])=[CH:19][CH:18]=1)[C:11]1[CH:16]=[CH:15][CH:14]=[CH:13][CH:12]=1.C(N(CC)CC)C. The catalyst is O1CCCC1. The product is [CH2:10]([C:17]1[N:22]=[CH:21][C:20]([CH2:23][C:24]2[CH:2]=[C:1]([C:3]3[C:4]([NH2:9])=[N:5][CH:6]=[CH:7][CH:8]=3)[O:26][N:25]=2)=[CH:19][CH:18]=1)[C:11]1[CH:12]=[CH:13][CH:14]=[CH:15][CH:16]=1. The yield is 0.0530. (3) The reactants are [C:1]([O:4][CH2:5][CH:6](Br)[F:7])(=O)[CH3:2].[CH2:9]1C[O:12][CH2:11][CH2:10]1.C(OCC(Br)F)(=[O:16])C.C(=O)CC.C1COCC1.C(=O)CC.C(OC(C)C)(C)C. The catalyst is O. The product is [F:7][CH:6]([CH:11]([OH:12])[CH2:10][CH3:9])[C:5]([O:4][CH2:1][CH3:2])=[O:16]. The yield is 0.850.